This data is from hERG Central: cardiac toxicity at 1µM, 10µM, and general inhibition. The task is: Predict hERG channel inhibition at various concentrations. (1) The drug is CCCN(CCC)CCCNC(=O)c1cn(CC)c2ccc(S(=O)(=O)N3CCc4ccccc4C3)cc2c1=O. Results: hERG_inhib (hERG inhibition (general)): blocker. (2) The molecule is Cc1cccn2c(=O)c3cc(C(=O)NCC4CCCO4)c(=N)n(C4CCCC4)c3nc12. Results: hERG_inhib (hERG inhibition (general)): blocker. (3) The molecule is O=C(c1ccco1)N1CCN(C(=O)c2cc3c(=O)oc4ccccc4c3s2)CC1. Results: hERG_inhib (hERG inhibition (general)): blocker. (4) The drug is O=C(c1ccc(Br)o1)N1CCN(C/C=C/c2ccccc2)CC1. Results: hERG_inhib (hERG inhibition (general)): blocker. (5) The drug is O=C(CCCCCN1C(=O)CCC1=O)Nc1ccc(Cl)c(C(F)(F)F)c1. Results: hERG_inhib (hERG inhibition (general)): blocker.